From a dataset of Full USPTO retrosynthesis dataset with 1.9M reactions from patents (1976-2016). Predict the reactants needed to synthesize the given product. (1) Given the product [C:29]([O:31][CH2:24][CH3:25])(=[O:30])[CH3:28].[CH:2]([O:33][CH:38]([CH3:43])[CH3:39])([CH3:10])[CH3:3], predict the reactants needed to synthesize it. The reactants are: Cl[C:2]1[C:10]2N=C3N(C4C=CC(Cl)=CC=4Cl)[CH2:24][CH2:25]CN3[C:10]=2[C:2](C(N)[CH2:24][CH3:25])=[CH:3][CH:3]=1.F[CH:28](F)[C:29]([OH:31])=[O:30].[OH2:33].[OH:33]N1[C:39]2[CH:39]=[CH:38][CH:43]=[CH:43][C:38]=2N=N1.C(N(CC)CC)C. (2) The reactants are: [NH2:1][C@H:2]([C:7]([OH:9])=[O:8])[CH2:3][C:4](=[O:6])[NH2:5].[CH:10](=[O:16])[CH2:11][CH2:12][CH2:13][CH2:14][CH3:15].[C:17](Cl)(=O)[CH2:18][CH2:19][CH2:20][CH2:21][CH3:22]. Given the product [C:10]([N:1]1[CH:2]([C:7]([OH:9])=[O:8])[CH2:3][C:4](=[O:6])[NH:5][CH:17]1[CH2:18][CH2:19][CH2:20][CH2:21][CH3:22])(=[O:16])[CH2:11][CH2:12][CH2:13][CH2:14][CH3:15], predict the reactants needed to synthesize it.